Predict the product of the given reaction. From a dataset of Forward reaction prediction with 1.9M reactions from USPTO patents (1976-2016). (1) The product is: [CH2:1]([S:5]([N:13]1[CH2:18][CH2:17][CH:16]([NH:19][C:20]([NH:22][C:23]2[CH:28]=[CH:27][C:26]([C:29]([F:30])([F:31])[F:32])=[CH:25][CH:24]=2)=[O:21])[CH2:15][CH2:14]1)(=[O:7])=[O:6])[CH2:2][CH2:3][CH3:4]. Given the reactants [CH2:1]([S:5](Cl)(=[O:7])=[O:6])[CH2:2][CH2:3][CH3:4].CS([N:13]1[CH2:18][CH2:17][CH:16]([NH:19][C:20]([NH:22][C:23]2[CH:28]=[CH:27][C:26]([C:29]([F:32])([F:31])[F:30])=[CH:25][CH:24]=2)=[O:21])[CH2:15][CH2:14]1)(=O)=O, predict the reaction product. (2) Given the reactants [CH2:1]([O:3][C:4](=[O:12])[C:5]([CH2:10][OH:11])([CH2:8][OH:9])[CH:6]=[CH2:7])[CH3:2].N1C(C)=CC=CC=1C.[F:21][C:22]([F:35])([F:34])[S:23](O[S:23]([C:22]([F:35])([F:34])[F:21])(=[O:25])=[O:24])(=[O:25])=[O:24], predict the reaction product. The product is: [CH2:1]([O:3][C:4](=[O:12])[C:5]([CH2:8][O:9][S:23]([C:22]([F:35])([F:34])[F:21])(=[O:25])=[O:24])([CH2:10][O:11][S:23]([C:22]([F:35])([F:34])[F:21])(=[O:25])=[O:24])[CH:6]=[CH2:7])[CH3:2]. (3) Given the reactants [CH3:1][O:2][C:3]1[CH:8]=[CH:7][C:6]([C@H:9]([O:11][C:12](=[O:27])[NH:13][C:14]2[C:15]([CH3:26])=[N:16][O:17][C:18]=2[C:19]2[CH:24]=[CH:23][C:22](Br)=[CH:21][CH:20]=2)[CH3:10])=[CH:5][CH:4]=1.[CH2:28]([O:30][C:31]([C:33]1([C:36]2[CH:41]=[CH:40][C:39](B3OC(C)(C)C(C)(C)O3)=[CH:38][CH:37]=2)[CH2:35][CH2:34]1)=[O:32])[CH3:29], predict the reaction product. The product is: [CH2:28]([O:30][C:31]([C:33]1([C:36]2[CH:41]=[CH:40][C:39]([C:22]3[CH:23]=[CH:24][C:19]([C:18]4[O:17][N:16]=[C:15]([CH3:26])[C:14]=4[NH:13][C:12]([O:11][C@@H:9]([C:6]4[CH:7]=[CH:8][C:3]([O:2][CH3:1])=[CH:4][CH:5]=4)[CH3:10])=[O:27])=[CH:20][CH:21]=3)=[CH:38][CH:37]=2)[CH2:34][CH2:35]1)=[O:32])[CH3:29].